This data is from Full USPTO retrosynthesis dataset with 1.9M reactions from patents (1976-2016). The task is: Predict the reactants needed to synthesize the given product. (1) The reactants are: [CH2:1]([N:5]1[CH:9]=[C:8]([C:10]2[CH:15]=[CH:14][CH:13]=[CH:12][CH:11]=2)[N:7]=[CH:6]1)[CH2:2][CH2:3][CH3:4].C([Li])CCC.CCCCCC.[I:27]I.[Cl-].[NH4+]. Given the product [CH2:1]([N:5]1[CH:9]=[C:8]([C:10]2[CH:15]=[CH:14][CH:13]=[CH:12][CH:11]=2)[N:7]=[C:6]1[I:27])[CH2:2][CH2:3][CH3:4], predict the reactants needed to synthesize it. (2) The reactants are: [Cl:1][C:2]1[CH:3]=[C:4]([CH:40]=[CH:41][C:42]=1[O:43][CH:44]([CH3:46])[CH3:45])[C:5]([NH:7][C@@H:8]([CH2:21][C:22]1[CH:27]=[CH:26][C:25]([C:28]2[N:29]=[C:30]3[C:35]([CH:36]([OH:38])[CH3:37])=[CH:34][CH:33]=[CH:32][N:31]3[CH:39]=2)=[CH:24][CH:23]=1)[CH2:9][N:10]1C(=O)C2C(=CC=CC=2)C1=O)=[O:6].O.NN. Given the product [NH2:10][CH2:9][C@@H:8]([NH:7][C:5](=[O:6])[C:4]1[CH:40]=[CH:41][C:42]([O:43][CH:44]([CH3:45])[CH3:46])=[C:2]([Cl:1])[CH:3]=1)[CH2:21][C:22]1[CH:27]=[CH:26][C:25]([C:28]2[N:29]=[C:30]3[C:35]([CH:36]([OH:38])[CH3:37])=[CH:34][CH:33]=[CH:32][N:31]3[CH:39]=2)=[CH:24][CH:23]=1, predict the reactants needed to synthesize it. (3) Given the product [NH2:1][C:2]1[CH:7]=[CH:6][C:5]([C:8](=[O:10])[CH3:9])=[CH:4][C:3]=1[C:53]1[CH2:54][CH2:55][C:50]([CH3:65])([CH3:49])[CH2:51][CH:52]=1, predict the reactants needed to synthesize it. The reactants are: [NH2:1][C:2]1[CH:7]=[CH:6][C:5]([C:8](=[O:10])[CH3:9])=[CH:4][C:3]=1Br.C1(P(C2CCCCC2)C2C=CC=CC=2C2C(OC)=CC=CC=2OC)CCCCC1.[O-]P([O-])([O-])=O.[K+].[K+].[K+].[CH3:49][C:50]1([CH3:65])[CH2:55][CH2:54][C:53](B2OC(C)(C)C(C)(C)O2)=[CH:52][CH2:51]1. (4) The reactants are: [SH:1][C:2]1[Se:3][C:4]2[CH:10]=[CH:9][CH:8]=[CH:7][C:5]=2[N:6]=1.Br[CH2:12][C:13](=[O:19])[C:14]([O:16][CH2:17][CH3:18])=[O:15]. Given the product [CH2:17]([O:16][C:14](=[O:15])[C:13](=[O:19])[CH2:12][S:1][C:2]1[Se:3][C:4]2[CH:10]=[CH:9][CH:8]=[CH:7][C:5]=2[N:6]=1)[CH3:18], predict the reactants needed to synthesize it. (5) Given the product [C:1]1([OH:9])[C:6]2[C:5](=[CH:6][CH:1]=[CH:2][CH:3]=2)[CH:4]=[CH:3][CH:2]=1, predict the reactants needed to synthesize it. The reactants are: [CH:1]1[C:6](N)=[CH:5][CH:4]=[C:3](N)[CH:2]=1.[OH2:9].